The task is: Predict the reaction yield, written as a fraction of the theoretical maximum amount of product (1.0 means a 100% yield; for example, 0.34 means a 34% yield).. This data is from Reaction yield outcomes from USPTO patents with 853,638 reactions. (1) The reactants are [C:1]([Si:5]([O:8][CH2:9][C:10]1[CH:14]=[CH:13][O:12][CH:11]=1)([CH3:7])[CH3:6])([CH3:4])([CH3:3])[CH3:2].[Li]C(CC)C.C1CCCCC1.CN([CH:29]=[O:30])C. The catalyst is C1COCC1. The product is [Si:5]([O:8][CH2:9][C:10]1[CH:14]=[C:13]([CH:29]=[O:30])[O:12][CH:11]=1)([C:1]([CH3:4])([CH3:2])[CH3:3])([CH3:7])[CH3:6]. The yield is 0.300. (2) The product is [CH:1]1([O:5][C:6]([NH:8][C@@H:9]2[C:23](=[O:24])[N:22]3[CH2:25][C@H:26]([O:28][C:29]4[C:30]5[S:44][CH:43]=[CH:42][C:31]=5[N:32]=[C:33]([C:35]5[N:39]([CH3:40])[N:38]=[C:37]([CH3:41])[CH:36]=5)[N:34]=4)[CH2:27][C@H:21]3[C:20](=[O:45])[NH:19][C@:18]3([C:47]([OH:49])=[O:48])[CH2:46][C@H:17]3[CH:16]=[CH:15][CH2:14][CH2:13][CH2:12][CH2:11][CH2:10]2)=[O:7])[CH2:4][CH2:3][CH2:2]1. The catalyst is CO. The yield is 0.180. The reactants are [CH:1]1([O:5][C:6]([NH:8][C@@H:9]2[C:23](=[O:24])[N:22]3[CH2:25][C@H:26]([O:28][C:29]4[C:30]5[S:44][CH:43]=[CH:42][C:31]=5[N:32]=[C:33]([C:35]5[N:39]([CH3:40])[N:38]=[C:37]([CH3:41])[CH:36]=5)[N:34]=4)[CH2:27][C@H:21]3[C:20](=[O:45])[NH:19][C@:18]3([C:47]([O:49]C)=[O:48])[CH2:46][C@H:17]3[CH:16]=[CH:15][CH2:14][CH2:13][CH2:12][CH2:11][CH2:10]2)=[O:7])[CH2:4][CH2:3][CH2:2]1.O1CCCC1.[OH-].[Li+]. (3) The reactants are [F:1][C:2]1[CH:36]=[C:35]([NH:37][C:38]([NH:40][C:41](=[O:49])[CH2:42][C:43]2[CH:48]=[CH:47][CH:46]=[CH:45][CH:44]=2)=[S:39])[CH:34]=[CH:33][C:3]=1[O:4][C:5]1[CH:10]=[CH:9][N:8]=[C:7]2[CH:11]=[C:12]([C:14]3[CH:15]=[C:16]([CH:30]=[CH:31][CH:32]=3)[CH2:17][N:18]([CH2:26][CH2:27][O:28][CH3:29])C(=O)OC(C)(C)C)[S:13][C:6]=12.C(O)(C(F)(F)F)=O. The catalyst is C(Cl)Cl. The product is [F:1][C:2]1[CH:36]=[C:35]([NH:37][C:38]([NH:40][C:41](=[O:49])[CH2:42][C:43]2[CH:44]=[CH:45][CH:46]=[CH:47][CH:48]=2)=[S:39])[CH:34]=[CH:33][C:3]=1[O:4][C:5]1[CH:10]=[CH:9][N:8]=[C:7]2[CH:11]=[C:12]([C:14]3[CH:32]=[CH:31][CH:30]=[C:16]([CH2:17][NH:18][CH2:26][CH2:27][O:28][CH3:29])[CH:15]=3)[S:13][C:6]=12. The yield is 0.630. (4) The reactants are Br[C:2]1[C:3]([CH3:8])=[N:4][CH:5]=[CH:6][CH:7]=1.[C@@H:9]12[CH2:15][C@@H:12]([CH2:13][NH:14]1)[N:11]([C:16]([O:18][C:19]([CH3:22])([CH3:21])[CH3:20])=[O:17])[CH2:10]2.CC(C)([O-])C.[Na+].C1C=CC(P(C2C(C3C(P(C4C=CC=CC=4)C4C=CC=CC=4)=CC=C4C=3C=CC=C4)=C3C(C=CC=C3)=CC=2)C2C=CC=CC=2)=CC=1. The catalyst is C1COCC1.C1C=CC(/C=C/C(/C=C/C2C=CC=CC=2)=O)=CC=1.C1C=CC(/C=C/C(/C=C/C2C=CC=CC=2)=O)=CC=1.C1C=CC(/C=C/C(/C=C/C2C=CC=CC=2)=O)=CC=1.[Pd].[Pd]. The product is [CH3:8][C:3]1[C:2]([N:14]2[CH2:13][C@@H:12]3[CH2:15][C@H:9]2[CH2:10][N:11]3[C:16]([O:18][C:19]([CH3:22])([CH3:21])[CH3:20])=[O:17])=[CH:7][CH:6]=[CH:5][N:4]=1. The yield is 0.530. (5) The reactants are [NH2:1][C@@H:2]([CH2:33][C:34]1[CH:39]=[CH:38][CH:37]=[CH:36][CH:35]=1)[CH2:3][C@H:4]([OH:32])[C@@H:5]([NH:19][C:20]([C@@H:22]([NH:27][C:28](=[O:31])[O:29][CH3:30])[C:23]([CH3:26])([CH3:25])[CH3:24])=[O:21])[CH2:6][C:7]1[CH:12]=[CH:11][C:10]([C:13]2[CH:18]=[CH:17][CH:16]=[CH:15][N:14]=2)=[CH:9][CH:8]=1.[CH3:40][C:41]1[CH:51]=[CH:50][CH:49]=[C:48]([CH3:52])[C:42]=1[O:43][CH2:44][C:45](O)=[O:46].CCOP(ON1N=NC2C=CC=CC=2C1=O)(OCC)=O.C(N(CC)C(C)C)(C)C. The catalyst is C1COCC1. The product is [CH3:40][C:41]1[CH:51]=[CH:50][CH:49]=[C:48]([CH3:52])[C:42]=1[O:43][CH2:44][C:45]([NH:1][C@@H:2]([CH2:33][C:34]1[CH:35]=[CH:36][CH:37]=[CH:38][CH:39]=1)[CH2:3][C@H:4]([OH:32])[C@@H:5]([NH:19][C:20]([C@@H:22]([NH:27][C:28](=[O:31])[O:29][CH3:30])[C:23]([CH3:25])([CH3:26])[CH3:24])=[O:21])[CH2:6][C:7]1[CH:12]=[CH:11][C:10]([C:13]2[CH:18]=[CH:17][CH:16]=[CH:15][N:14]=2)=[CH:9][CH:8]=1)=[O:46]. The yield is 0.610. (6) The reactants are [NH2:1][C:2]1[CH:10]=[CH:9][C:5]([C:6]([OH:8])=[O:7])=[CH:4][CH:3]=1.N([O-])=O.[Na+].[N-:15]=[N+:16]=[N-].[Na+]. The catalyst is FC(F)(F)C(O)=O.O. The product is [N:1]([C:2]1[CH:10]=[CH:9][C:5]([C:6]([OH:8])=[O:7])=[CH:4][CH:3]=1)=[N+:15]=[N-:16]. The yield is 0.730. (7) The reactants are C(O[C:4](=O)[NH:5][CH:6]1[CH2:11][CH2:10][CH2:9][CH2:8][CH:7]1[OH:12])C.[H-].[H-].[H-].[H-].[Li+].[Al+3]. The catalyst is C1COCC1. The product is [CH3:4][NH:5][CH:6]1[CH2:11][CH2:10][CH2:9][CH2:8][CH:7]1[OH:12]. The yield is 0.840. (8) The reactants are [CH2:1]([N:8]1[CH2:13][CH2:12][C:11]([C:22]2[CH:37]=[CH:36][C:25]([C:26]([NH:28][NH:29][C:30]([CH:32]3[CH2:35][CH2:34][CH2:33]3)=O)=[O:27])=[CH:24][CH:23]=2)([C:14]2[CH:19]=[CH:18][CH:17]=[C:16]([O:20][CH3:21])[CH:15]=2)[CH2:10][CH2:9]1)[C:2]1[CH:7]=[CH:6][CH:5]=[CH:4][CH:3]=1.N1C=CC=CC=1.S(OS(C(F)(F)F)(=O)=O)(C(F)(F)F)(=O)=O. The catalyst is C(Cl)Cl. The product is [CH2:1]([N:8]1[CH2:13][CH2:12][C:11]([C:22]2[CH:23]=[CH:24][C:25]([C:26]3[O:27][C:30]([CH:32]4[CH2:33][CH2:34][CH2:35]4)=[N:29][N:28]=3)=[CH:36][CH:37]=2)([C:14]2[CH:19]=[CH:18][CH:17]=[C:16]([O:20][CH3:21])[CH:15]=2)[CH2:10][CH2:9]1)[C:2]1[CH:3]=[CH:4][CH:5]=[CH:6][CH:7]=1. The yield is 1.00. (9) The reactants are O.NN.[C:4]([O:8][C:9](=[O:33])[NH:10][C:11]([C:13]1[N:14]=[C:15]([O:18][CH2:19][CH2:20][O:21][N:22]2C(=O)C3C(=CC=CC=3)C2=O)[S:16][CH:17]=1)=[NH:12])([CH3:7])([CH3:6])[CH3:5]. The catalyst is C(O)C.O1CCCC1. The product is [NH2:22][O:21][CH2:20][CH2:19][O:18][C:15]1[S:16][CH:17]=[C:13]([C:11]([NH:10][C:9](=[O:33])[O:8][C:4]([CH3:6])([CH3:5])[CH3:7])=[NH:12])[N:14]=1. The yield is 0.860. (10) The catalyst is CN(C)C=O.CN(C)C(=O)C. The product is [CH:42]1([C:40]([NH:39][C:37]2[N:38]=[C:33]3[CH:32]=[CH:31][C:30]([O:29][C:28]4[CH:27]=[C:26]([NH:25][C:8](=[O:10])[C:7]5[CH:11]=[CH:12][CH:13]=[C:5]([O:4][CH:1]([CH3:2])[CH3:3])[CH:6]=5)[CH:47]=[CH:46][CH:45]=4)=[N:35][N:34]3[CH:36]=2)=[O:41])[CH2:43][CH2:44]1. The reactants are [CH:1]([O:4][C:5]1[CH:6]=[C:7]([CH:11]=[CH:12][CH:13]=1)[C:8]([OH:10])=O)([CH3:3])[CH3:2].C(Cl)(=O)C(Cl)=O.O1CCCC1.[NH2:25][C:26]1[CH:27]=[C:28]([CH:45]=[CH:46][CH:47]=1)[O:29][C:30]1[CH:31]=[CH:32][C:33]2[N:34]([CH:36]=[C:37]([NH:39][C:40]([CH:42]3[CH2:44][CH2:43]3)=[O:41])[N:38]=2)[N:35]=1. The yield is 0.670.